Dataset: Catalyst prediction with 721,799 reactions and 888 catalyst types from USPTO. Task: Predict which catalyst facilitates the given reaction. (1) Reactant: Cl.Cl.Cl.[S:4]1[C:8]2[CH:9]=[C:10]([NH:13][C:14]3[C:15]4[CH:22]=[C:21]([C:23]5[CH2:24][CH2:25][NH:26][CH2:27][CH:28]=5)[NH:20][C:16]=4[N:17]=[CH:18][N:19]=3)[CH:11]=[CH:12][C:7]=2[N:6]=[CH:5]1.C(N(CC)C(C)C)(C)C.[F:38][C:39]1[CH:44]=[CH:43][C:42]([N:45]=[C:46]=[O:47])=[CH:41][CH:40]=1. Product: [S:4]1[C:8]2[CH:9]=[C:10]([NH:13][C:14]3[C:15]4[CH:22]=[C:21]([C:23]5[CH2:24][CH2:25][N:26]([C:46]([NH:45][C:42]6[CH:43]=[CH:44][C:39]([F:38])=[CH:40][CH:41]=6)=[O:47])[CH2:27][CH:28]=5)[NH:20][C:16]=4[N:17]=[CH:18][N:19]=3)[CH:11]=[CH:12][C:7]=2[N:6]=[CH:5]1. The catalyst class is: 3. (2) Reactant: [OH-].[Na+].[F:3][C:4]1[CH:9]=[CH:8][C:7]([S:10]([NH:13][C:14]2[C:23]([C:24]([O:26][CH3:27])=[O:25])=[C:22]3[C:17]([C@H:18]4[CH2:28][C@H:19]4[CH2:20][O:21]3)=[CH:16][CH:15]=2)(=[O:12])=[O:11])=[C:6]([CH2:29][C:30]([O:32]C)=[O:31])[CH:5]=1. Product: [F:3][C:4]1[CH:9]=[CH:8][C:7]([S:10](=[O:11])(=[O:12])[NH:13][C:14]2[CH:15]=[CH:16][C:17]3[C@H:18]4[CH2:28][C@H:19]4[CH2:20][O:21][C:22]=3[C:23]=2[C:24]([O:26][CH3:27])=[O:25])=[C:6]([CH2:29][C:30]([OH:32])=[O:31])[CH:5]=1. The catalyst class is: 5.